From a dataset of Forward reaction prediction with 1.9M reactions from USPTO patents (1976-2016). Predict the product of the given reaction. (1) The product is: [Br:25][C:20]1[N:19]=[C:18]([C@:6]([NH:11][S@:12]([C:14]([CH3:16])([CH3:15])[CH3:17])=[O:13])([CH2:7][CH2:8][O:9][CH3:10])[C:5]([F:27])([F:26])[CH2:4][OH:3])[C:23]([F:24])=[CH:22][CH:21]=1. Given the reactants C([O:3][C:4](=O)[C:5]([F:27])([F:26])[C@@:6]([C:18]1[C:23]([F:24])=[CH:22][CH:21]=[C:20]([Br:25])[N:19]=1)([NH:11][S@:12]([C:14]([CH3:17])([CH3:16])[CH3:15])=[O:13])[CH2:7][CH2:8][O:9][CH3:10])C.[BH4-].[Li+], predict the reaction product. (2) Given the reactants [CH3:1][O:2][C:3]1[C:7]([N+:8]([O-])=O)=[CH:6][N:5]([C@H:11]2[CH2:15][CH2:14][N:13]([CH3:16])[CH2:12]2)[N:4]=1, predict the reaction product. The product is: [CH3:1][O:2][C:3]1[C:7]([NH2:8])=[CH:6][N:5]([C@H:11]2[CH2:15][CH2:14][N:13]([CH3:16])[CH2:12]2)[N:4]=1.